From a dataset of Catalyst prediction with 721,799 reactions and 888 catalyst types from USPTO. Predict which catalyst facilitates the given reaction. Reactant: CC([N:5]([C@@H:9]([C:12]([NH:14][C:15]1[CH:16]=[N:17][C:18]([O:21][C:22]2[CH:27]=[CH:26][CH:25]=[C:24]([CH:28]([CH3:30])[CH3:29])[CH:23]=2)=[CH:19][CH:20]=1)=[O:13])[CH2:10][CH3:11])C(=O)[O-])(C)C.C(O)(C(F)(F)F)=O. Product: [NH2:5][C@H:9]([CH2:10][CH3:11])[C:12]([NH:14][C:15]1[CH:16]=[N:17][C:18]([O:21][C:22]2[CH:27]=[CH:26][CH:25]=[C:24]([CH:28]([CH3:29])[CH3:30])[CH:23]=2)=[CH:19][CH:20]=1)=[O:13]. The catalyst class is: 4.